Dataset: Catalyst prediction with 721,799 reactions and 888 catalyst types from USPTO. Task: Predict which catalyst facilitates the given reaction. Reactant: [F:1][C:2]1[CH:7]=[C:6]([O:8][CH2:9][C:10]2[CH:15]=[CH:14][C:13]([F:16])=[CH:12][CH:11]=2)[CH:5]=[CH:4][C:3]=1[NH2:17].Cl.[C:19]([C:22]1([C:25]([NH2:27])=[O:26])[CH2:24][CH2:23]1)(O)=[O:20].Cl.CN(C)CCCN=C=NCC.C(N(CC)CC)C. Product: [F:1][C:2]1[CH:7]=[C:6]([O:8][CH2:9][C:10]2[CH:15]=[CH:14][C:13]([F:16])=[CH:12][CH:11]=2)[CH:5]=[CH:4][C:3]=1[NH:17][C:19]([C:22]1([C:25]([NH2:27])=[O:26])[CH2:24][CH2:23]1)=[O:20]. The catalyst class is: 34.